This data is from Catalyst prediction with 721,799 reactions and 888 catalyst types from USPTO. The task is: Predict which catalyst facilitates the given reaction. (1) Reactant: Br[C:2]1[C:3](=[O:19])[N:4]([C:8]2[CH:13]=[CH:12][C:11]([N+:14]([O-:16])=[O:15])=[CH:10][C:9]=2[O:17][CH3:18])[CH:5]=[CH:6][CH:7]=1.[CH2:20](C([Sn])=C(CCCC)CCCC)[CH2:21]CC. Product: [CH3:18][O:17][C:9]1[CH:10]=[C:11]([N+:14]([O-:16])=[O:15])[CH:12]=[CH:13][C:8]=1[N:4]1[CH:5]=[CH:6][CH:7]=[C:2]([CH:20]=[CH2:21])[C:3]1=[O:19]. The catalyst class is: 12. (2) Reactant: [Cl:1][C:2]1[CH:23]=[C:22](B2OC(C)(C)C(C)(C)O2)[CH:21]=[CH:20][C:3]=1[C:4]([N:6]1[CH2:10][CH2:9][C@@:8]2([C:14]3[CH:15]=[CH:16][CH:17]=[CH:18][C:13]=3[C:12](=[O:19])[O:11]2)[CH2:7]1)=[O:5].FC(F)(F)S(O[C:39]1[CH:48]=[C:47]2[C:42]([CH:43]=[CH:44][CH:45]=[N:46]2)=[CH:41][CH:40]=1)(=O)=O. Product: [Cl:1][C:2]1[CH:23]=[C:22]([C:39]2[CH:48]=[C:47]3[C:42]([CH:43]=[CH:44][CH:45]=[N:46]3)=[CH:41][CH:40]=2)[CH:21]=[CH:20][C:3]=1[C:4]([N:6]1[CH2:10][CH2:9][C@@:8]2([C:14]3[CH:15]=[CH:16][CH:17]=[CH:18][C:13]=3[C:12](=[O:19])[O:11]2)[CH2:7]1)=[O:5]. The catalyst class is: 45. (3) Reactant: Cl[C:2]1[CH:3]=[CH:4][C:5]2[N:6]([C:8]([C:11]([F:14])([F:13])[F:12])=[N:9][N:10]=2)[N:7]=1.[F:15][C:16]1[CH:21]=[CH:20][C:19]([C:22]2([OH:28])[CH2:27][CH2:26][NH:25][CH2:24][CH2:23]2)=[CH:18][CH:17]=1.CCN(C(C)C)C(C)C. Product: [F:15][C:16]1[CH:21]=[CH:20][C:19]([C:22]2([OH:28])[CH2:23][CH2:24][N:25]([C:2]3[CH:3]=[CH:4][C:5]4[N:6]([C:8]([C:11]([F:14])([F:13])[F:12])=[N:9][N:10]=4)[N:7]=3)[CH2:26][CH2:27]2)=[CH:18][CH:17]=1. The catalyst class is: 3. (4) Reactant: [Br:1][C:2]1[N:6]2[CH2:7][CH2:8][N:9](C(OC(C)(C)C)=O)[CH2:10][C:5]2=[N:4][N:3]=1.C(O)(C(F)(F)F)=O. Product: [Br:1][C:2]1[N:6]2[CH2:7][CH2:8][NH:9][CH2:10][C:5]2=[N:4][N:3]=1. The catalyst class is: 2. (5) Reactant: C(O/[CH:4]=[CH:5]/[C:6]1[C:7]([C:14]([O:16]C)=O)=[N:8][C:9]([S:12][CH3:13])=[N:10][CH:11]=1)C.[NH3:18]. Product: [CH3:13][S:12][C:9]1[N:10]=[CH:11][C:6]2[CH:5]=[CH:4][NH:18][C:14](=[O:16])[C:7]=2[N:8]=1. The catalyst class is: 442. (6) Reactant: [Cl:1][C:2]1[CH:3]=[CH:4][C:5]([OH:14])=[C:6]([C:8](=[O:13])[CH2:9][CH2:10][C:11]#[N:12])[CH:7]=1.C(=O)([O-])[O-].[K+].[K+].[I-].[K+].Cl[CH2:24][C:25]([N:27]1[CH2:32][CH:31]([CH3:33])[N:30]([CH2:34][C:35]2[CH:40]=[CH:39][C:38]([F:41])=[CH:37][CH:36]=2)[CH2:29][CH:28]1[CH3:42])=[O:26]. Product: [Cl:1][C:2]1[CH:3]=[CH:4][C:5]([O:14][CH2:24][C:25]([N:27]2[CH2:32][C@H:31]([CH3:33])[N:30]([CH2:34][C:35]3[CH:36]=[CH:37][C:38]([F:41])=[CH:39][CH:40]=3)[CH2:29][C@H:28]2[CH3:42])=[O:26])=[C:6]([C:8](=[O:13])[CH2:9][CH2:10][C:11]#[N:12])[CH:7]=1. The catalyst class is: 783.